Task: Binary Classification. Given a miRNA mature sequence and a target amino acid sequence, predict their likelihood of interaction.. Dataset: Experimentally validated miRNA-target interactions with 360,000+ pairs, plus equal number of negative samples (1) The miRNA is mmu-miR-107-3p with sequence AGCAGCAUUGUACAGGGCUAUCA. The protein sequence of the target gene is MSTENGKSADAPVAAPAAKELTSKDYYFDSYAHFGIHEEMLKDEVRTTTYRNSIYHNSHLFKDKVVMDVGSGTGILSMFAAKAGAKKVFAMEFSNMALTSRKIIADNNLDHIVEVIQAKVEDVHELPGGIEKVDIIISEWMGYCLFYESMLNTVLVARDRWLAPNGMLFPDKARLYVCAIEDRQYKEDKIHWWDSVYGFNMSAIKNVAIKEPLVDIVDNAQVNTNNCLLKDVDLYTVKIEDLTFKSDFKLRCTRSDYIQAFVTFFTVEFSKCHKKTGFSTGPDVQYTHWKQTVFYLKDAL.... Result: 0 (no interaction). (2) The miRNA is hsa-miR-2467-3p with sequence AGCAGAGGCAGAGAGGCUCAGG. The protein sequence of the target gene is MAAPVLRCVRKLLKLVDFTPVPRRYRYKKKWATTEPQFTASRLALQNFDMTYSVQFGDLWPSIRVSLLSEQKYGALVNNFAAWDSVSAKLEQLSAKDFVSEAISHQKLEPESGLSPTPSLDCSPNLRCFTFSRGDVSRFPPARLGSLGLMDYYLMDAASLLPVLALGLQHGDTVLDLCAAPGGKTLALLQTGCCRNLAANDLSTSRTGRLQKVLHSYVPQDIREGNQVRVTSWDGRKWGELEGDTYDRVLVDVPCTTDRHSLHEEENNIFQRSRKKERQMLPMLQVQLLAAGLLATKPGG.... Result: 0 (no interaction).